Predict the product of the given reaction. From a dataset of Forward reaction prediction with 1.9M reactions from USPTO patents (1976-2016). Given the reactants [CH3:1][C:2]1[N:3]=[CH:4][N:5]([C:7]2[CH:16]=[CH:15][C:10]([C:11]([O:13]C)=[O:12])=[CH:9][CH:8]=2)[CH:6]=1.[OH-].[Na+].Cl, predict the reaction product. The product is: [CH3:1][C:2]1[N:3]=[CH:4][N:5]([C:7]2[CH:16]=[CH:15][C:10]([C:11]([OH:13])=[O:12])=[CH:9][CH:8]=2)[CH:6]=1.